From a dataset of Reaction yield outcomes from USPTO patents with 853,638 reactions. Predict the reaction yield, written as a fraction of the theoretical maximum amount of product (1.0 means a 100% yield; for example, 0.34 means a 34% yield). (1) The reactants are C([N:8]1[C@@H:13]([CH3:14])[C:12](=[O:15])[N:11]2[C@@H:16]([CH2:19][CH2:20][N:21]3[CH2:28][CH2:27][C:24]4([CH2:26][CH2:25]4)[C@H:23]([OH:29])[CH2:22]3)[CH2:17][O:18][C@:10]2([CH3:30])[CH2:9]1)C1C=CC=CC=1. The catalyst is CCO.[Pd]. The product is [OH:29][C@@H:23]1[CH2:22][N:21]([CH2:20][CH2:19][C@@H:16]2[N:11]3[C:12](=[O:15])[C@H:13]([CH3:14])[NH:8][CH2:9][C@@:10]3([CH3:30])[O:18][CH2:17]2)[CH2:28][CH2:27][C:24]21[CH2:26][CH2:25]2. The yield is 0.830. (2) The reactants are [Cl:1][C:2]1[CH:7]=[C:6]([Cl:8])[CH:5]=[CH:4][C:3]=1[C:9]1[N:10]=[C:11]([CH2:16][O:17][C:18]2[CH:23]=[CH:22][C:21]([C:24]3[CH:29]=[CH:28][CH:27]=[C:26]([OH:30])[CH:25]=3)=[CH:20][CH:19]=2)[N:12]([CH2:14][CH3:15])[CH:13]=1.Br[CH2:32][CH2:33][CH2:34][C:35]([O:37][CH3:38])=[O:36]. No catalyst specified. The product is [CH3:38][O:37][C:35](=[O:36])[CH2:34][CH2:33][CH2:32][O:30][C:26]1[CH:25]=[C:24]([C:21]2[CH:22]=[CH:23][C:18]([O:17][CH2:16][C:11]3[N:12]([CH2:14][CH3:15])[CH:13]=[C:9]([C:3]4[CH:4]=[CH:5][C:6]([Cl:8])=[CH:7][C:2]=4[Cl:1])[N:10]=3)=[CH:19][CH:20]=2)[CH:29]=[CH:28][CH:27]=1. The yield is 0.610. (3) The reactants are [CH3:1][O:2][CH2:3][C:4]1[N:5]=[C:6]([NH:18][C:19](=[O:21])[CH3:20])[S:7][C:8]=1[C:9]1[S:10][C:11]2[CH:12]=[N:13][CH:14]=[CH:15][C:16]=2[N:17]=1.C([O-])([O-])=O.[Cs+].[Cs+].CN(C=O)C.[F:33][C:34]([F:58])([F:57])[C:35]1[CH:56]=[CH:55][C:38]([CH2:39][CH:40]2[CH2:42][N@@:41]2[S:43]([C:46]2[CH:51]=[CH:50][C:49]([N+:52]([O-:54])=[O:53])=[CH:48][CH:47]=2)(=[O:45])=[O:44])=[CH:37][CH:36]=1. The catalyst is C(Cl)Cl.CO. The product is [CH3:1][O:2][CH2:3][C:4]1[N:5]=[C:6]([N:18]([CH2:42][C@@H:40]([NH:41][S:43]([C:46]2[CH:47]=[CH:48][C:49]([N+:52]([O-:54])=[O:53])=[CH:50][CH:51]=2)(=[O:44])=[O:45])[CH2:39][C:38]2[CH:55]=[CH:56][C:35]([C:34]([F:57])([F:33])[F:58])=[CH:36][CH:37]=2)[C:19](=[O:21])[CH3:20])[S:7][C:8]=1[C:9]1[S:10][C:11]2[CH:12]=[N:13][CH:14]=[CH:15][C:16]=2[N:17]=1. The yield is 0.438. (4) The reactants are [NH2:1][C:2]1[C:3]([C:21](O)=[O:22])=[N:4][C:5]([N:8]2[CH2:13][CH2:12][N:11]([C:14]([O:16][C:17]([CH3:20])([CH3:19])[CH3:18])=[O:15])[CH2:10][CH2:9]2)=[CH:6][N:7]=1.N1(C(N2C=CN=C2)=O)C=CN=C1.C(N(C(C)C)C(C)C)C.[N:45]1[CH:50]=[CH:49][CH:48]=[CH:47][C:46]=1[NH2:51]. The catalyst is CN(C1C=CN=CC=1)C.CS(C)=O.O. The product is [NH2:1][C:2]1[N:7]=[CH:6][C:5]([N:8]2[CH2:9][CH2:10][N:11]([C:14]([O:16][C:17]([CH3:19])([CH3:20])[CH3:18])=[O:15])[CH2:12][CH2:13]2)=[N:4][C:3]=1[C:21](=[O:22])[NH:51][C:46]1[CH:47]=[CH:48][CH:49]=[CH:50][N:45]=1. The yield is 0.550. (5) The reactants are [Cl:1][C:2]1[CH:3]=[CH:4][C:5]([NH:8][C:9](=[O:19])[C:10]2[CH:15]=[CH:14][CH:13]=[CH:12][C:11]=2[N+:16]([O-])=O)=[N:6][CH:7]=1. The catalyst is C1COCC1.C(OCC)(=O)C.[Ni]. The product is [Cl:1][C:2]1[CH:3]=[CH:4][C:5]([NH:8][C:9](=[O:19])[C:10]2[CH:15]=[CH:14][CH:13]=[CH:12][C:11]=2[NH2:16])=[N:6][CH:7]=1. The yield is 0.830. (6) The reactants are [C:1]([C:5]1[CH:10]=[CH:9][C:8]([C:11]2[S:12][CH:13]=[C:14]([C:17]([CH3:19])=O)[C:15]=2[OH:16])=[CH:7][CH:6]=1)([CH3:4])([CH3:3])[CH3:2].[NH:20]([C:22]([NH:24][C:25]1[CH:34]=[CH:33][C:28]([C:29]([O:31][CH3:32])=[O:30])=[C:27]([N+:35]([O-:37])=[O:36])[CH:26]=1)=[S:23])[NH2:21]. The catalyst is Cl.CN(C)C=O. The product is [C:1]([C:5]1[CH:10]=[CH:9][C:8]([C:11]2[S:12][CH:13]=[C:14]([C:17](=[N:21][NH:20][C:22]([NH:24][C:25]3[CH:34]=[CH:33][C:28]([C:29]([O:31][CH3:32])=[O:30])=[C:27]([N+:35]([O-:37])=[O:36])[CH:26]=3)=[S:23])[CH3:19])[C:15]=2[OH:16])=[CH:7][CH:6]=1)([CH3:4])([CH3:3])[CH3:2]. The yield is 0.810. (7) The reactants are [CH3:1][NH:2][C:3]([C:5]1[C:10](=[O:11])[N:9]([C:12]2[CH:17]=[CH:16][CH:15]=[C:14]([C:18]([F:21])([F:20])[F:19])[CH:13]=2)[C:8]([CH3:22])=[CH:7][N:6]=1)=[O:4].[Br:23]N1C(=O)CCC1=O.O. The catalyst is CN(C=O)C. The product is [Br:23][C:7]1[N:6]=[C:5]([C:3]([NH:2][CH3:1])=[O:4])[C:10](=[O:11])[N:9]([C:12]2[CH:17]=[CH:16][CH:15]=[C:14]([C:18]([F:21])([F:19])[F:20])[CH:13]=2)[C:8]=1[CH3:22]. The yield is 0.800. (8) The catalyst is CC(O)C.[OH-].[K+]. The reactants are [Br:1][C:2]1[CH:3]=[C:4]([OH:9])[CH:5]=[C:6]([F:8])[CH:7]=1.Cl[CH:11]([F:13])[F:12]. The product is [Br:1][C:2]1[CH:3]=[C:4]([O:9][CH:11]([F:13])[F:12])[CH:5]=[C:6]([F:8])[CH:7]=1. The yield is 0.790.